Dataset: Forward reaction prediction with 1.9M reactions from USPTO patents (1976-2016). Task: Predict the product of the given reaction. (1) Given the reactants [CH3:1][C:2]([O-:5])([CH3:4])[CH3:3].[K+].[F:7][C:8]1[C:9]([CH3:33])=[CH:10][C:11]([N:14]2[C:22]3[CH:21]=[CH:20][N:19]([C:23](OC4C=CC=CC=4)=[O:24])[CH:18]([CH3:32])[C:17]=3[N:16]=[N:15]2)=[N:12][CH:13]=1.O, predict the reaction product. The product is: [F:7][C:8]1[C:9]([CH3:33])=[CH:10][C:11]([N:14]2[C:22]3[CH:21]=[CH:20][N:19]([C:23]([O:5][C:2]([CH3:4])([CH3:3])[CH3:1])=[O:24])[CH:18]([CH3:32])[C:17]=3[N:16]=[N:15]2)=[N:12][CH:13]=1. (2) Given the reactants [BH4-].[Na+].[F:3][C:4]1[CH:9]=[CH:8][C:7]([C:10](=[O:31])[CH:11]([CH2:17][C:18]2[CH:23]=[CH:22][CH:21]=[C:20]([O:24][C:25]([F:30])([F:29])[CH:26]([F:28])[F:27])[N:19]=2)[C:12]([O:14][CH2:15][CH3:16])=[O:13])=[CH:6][CH:5]=1.Cl.O, predict the reaction product. The product is: [F:3][C:4]1[CH:9]=[CH:8][C:7]([CH:10]([OH:31])[CH:11]([CH2:17][C:18]2[CH:23]=[CH:22][CH:21]=[C:20]([O:24][C:25]([F:29])([F:30])[CH:26]([F:27])[F:28])[N:19]=2)[C:12]([O:14][CH2:15][CH3:16])=[O:13])=[CH:6][CH:5]=1. (3) Given the reactants C(OC[N:9]1[C:13]2[N:14]=[C:15]([NH:33][C:34]3[CH:39]=[CH:38][C:37]([O:40][CH2:41][CH2:42][O:43][CH3:44])=[CH:36][CH:35]=3)[N:16]=[C:17]([NH:18][C:19]3[CH:24]=[CH:23][CH:22]=[C:21]([NH:25][C:26]([O:28][C:29]([CH3:32])([CH3:31])[CH3:30])=[O:27])[CH:20]=3)[C:12]=2[CH:11]=[CH:10]1)(=O)C(C)(C)C.[OH-].[Na+].N, predict the reaction product. The product is: [CH3:44][O:43][CH2:42][CH2:41][O:40][C:37]1[CH:36]=[CH:35][C:34]([NH:33][C:15]2[N:16]=[C:17]([NH:18][C:19]3[CH:20]=[C:21]([NH:25][C:26](=[O:27])[O:28][C:29]([CH3:31])([CH3:30])[CH3:32])[CH:22]=[CH:23][CH:24]=3)[C:12]3[CH:11]=[CH:10][NH:9][C:13]=3[N:14]=2)=[CH:39][CH:38]=1. (4) Given the reactants C(OC([N:8]1[CH2:11][C:10]([C:13]2[N:14]([CH3:39])[C:15]3[C:20]([N:21]=2)=[C:19]([N:22]2[CH2:27][CH2:26][O:25][CH2:24][CH2:23]2)[N:18]=[C:17]([N:28]2[C:32]4[CH:33]=[CH:34][CH:35]=[CH:36][C:31]=4[N:30]=[C:29]2[CH2:37][CH3:38])[N:16]=3)([OH:12])[CH2:9]1)=O)(C)(C)C.C(O)(C(F)(F)F)=O, predict the reaction product. The product is: [CH2:37]([C:29]1[N:28]([C:17]2[N:16]=[C:15]3[C:20]([N:21]=[C:13]([C:10]4([OH:12])[CH2:11][NH:8][CH2:9]4)[N:14]3[CH3:39])=[C:19]([N:22]3[CH2:27][CH2:26][O:25][CH2:24][CH2:23]3)[N:18]=2)[C:32]2[CH:33]=[CH:34][CH:35]=[CH:36][C:31]=2[N:30]=1)[CH3:38]. (5) Given the reactants [NH2:1][C:2]1[CH:7]=[C:6]([OH:8])[CH:5]=[CH:4][C:3]=1[S:9][C:10]1[CH:15]=[CH:14][C:13]([NH:16][C:17](=[O:19])[CH3:18])=[CH:12][CH:11]=1.[CH3:20][C:21](CBr)=[CH2:22].C(=O)([O-])[O-].[K+].[K+], predict the reaction product. The product is: [NH2:1][C:2]1[CH:7]=[C:6]([O:8][CH2:20][CH2:21][CH3:22])[CH:5]=[CH:4][C:3]=1[S:9][C:10]1[CH:15]=[CH:14][C:13]([NH:16][C:17](=[O:19])[CH3:18])=[CH:12][CH:11]=1. (6) Given the reactants [CH2:1]([N:5]1[C:13]2[C:12](Cl)=[N:11][CH:10]=[N:9][C:8]=2[C:7]([C:15]#[N:16])=[C:6]1[Cl:17])[C:2]#[C:3][CH3:4].Cl.C(=O)(O)[O-:20].[Na+], predict the reaction product. The product is: [CH2:1]([N:5]1[C:13]2[C:12](=[O:20])[NH:11][CH:10]=[N:9][C:8]=2[C:7]([C:15]#[N:16])=[C:6]1[Cl:17])[C:2]#[C:3][CH3:4]. (7) Given the reactants [CH:1]1([CH:7]([C:9]2[C:10]([CH2:22][O:23][CH3:24])=[N:11][N:12]([C:14]3[CH:19]=[CH:18][C:17]([O:20][CH3:21])=[CH:16][CH:15]=3)[CH:13]=2)O)[CH2:6][CH2:5][CH2:4][CH2:3][CH2:2]1.[NH2:25][C:26]1[CH:31]=[CH:30][C:29]([C:32]([N:34]([CH3:42])[CH2:35][CH2:36][C:37]([O:39]CC)=[O:38])=[O:33])=[CH:28][CH:27]=1, predict the reaction product. The product is: [CH:1]1([CH:7]([NH:25][C:26]2[CH:27]=[CH:28][C:29]([C:32]([N:34]([CH3:42])[CH2:35][CH2:36][C:37]([OH:39])=[O:38])=[O:33])=[CH:30][CH:31]=2)[C:9]2[C:10]([CH2:22][O:23][CH3:24])=[N:11][N:12]([C:14]3[CH:19]=[CH:18][C:17]([O:20][CH3:21])=[CH:16][CH:15]=3)[CH:13]=2)[CH2:6][CH2:5][CH2:4][CH2:3][CH2:2]1. (8) Given the reactants [Cl-].[CH:2]1([CH2:9][NH2+:10][CH2:11][CH2:12]Cl)[CH2:8][CH2:7][CH2:6][CH2:5][CH2:4][CH2:3]1.[CH3:14][O:15][C:16]1[CH:21]=[C:20]([N+:22]([O-:24])=[O:23])[CH:19]=[CH:18][C:17]=1[N:25]=[C:26]=[S:27], predict the reaction product. The product is: [CH3:14][O:15][C:16]1[CH:21]=[C:20]([N+:22]([O-:24])=[O:23])[CH:19]=[CH:18][C:17]=1[N:25]=[C:26]1[N:10]([CH2:9][CH:2]2[CH2:8][CH2:7][CH2:6][CH2:5][CH2:4][CH2:3]2)[CH2:11][CH2:12][S:27]1. (9) Given the reactants [CH2:1]([O:3][C:4]([C:6]1([C:9]2[CH:14]=[CH:13][C:12]([C:15]3[CH:20]=[CH:19][C:18]([C:21]4[S:22][C:23]([Cl:29])=[CH:24][C:25]=4C(=O)N)=[CH:17][CH:16]=3)=[CH:11][CH:10]=2)[CH2:8][CH2:7]1)=[O:5])[CH3:2].[N:30]1[CH:35]=CC=CC=1.FC(F)(F)C(OI(C1C=CC=CC=1)OC(=O)C(F)(F)F)=[O:39].[CH3:57][C:58]1[C:59]([CH:63]([OH:65])[CH3:64])=[CH:60][S:61][CH:62]=1, predict the reaction product. The product is: [CH2:1]([O:3][C:4]([C:6]1([C:9]2[CH:14]=[CH:13][C:12]([C:15]3[CH:20]=[CH:19][C:18]([C:21]4[S:22][C:23]([Cl:29])=[CH:24][C:25]=4[NH:30][C:35]([O:65][CH:63]([C:59]4[C:58]([CH3:57])=[CH:62][S:61][CH:60]=4)[CH3:64])=[O:39])=[CH:17][CH:16]=3)=[CH:11][CH:10]=2)[CH2:7][CH2:8]1)=[O:5])[CH3:2]. (10) The product is: [C:1]([C:5]1[CH:6]=[CH:7][C:8]([S:11]([N:14]([C:15]2[CH:20]=[CH:19][C:18]([CH3:21])=[CH:17][CH:16]=2)[CH2:22][C:23]([N:29]([CH:26]2[CH2:27][CH2:28]2)[CH2:30][C:31]2[CH:36]=[CH:35][C:34]([O:37][CH3:38])=[C:33]([O:39][CH3:40])[CH:32]=2)=[O:24])(=[O:13])=[O:12])=[CH:9][CH:10]=1)([CH3:4])([CH3:3])[CH3:2]. Given the reactants [C:1]([C:5]1[CH:10]=[CH:9][C:8]([S:11]([N:14]([CH2:22][C:23](O)=[O:24])[C:15]2[CH:20]=[CH:19][C:18]([CH3:21])=[CH:17][CH:16]=2)(=[O:13])=[O:12])=[CH:7][CH:6]=1)([CH3:4])([CH3:3])[CH3:2].[CH:26]1([NH:29][CH2:30][C:31]2[CH:36]=[CH:35][C:34]([O:37][CH3:38])=[C:33]([O:39][CH3:40])[CH:32]=2)[CH2:28][CH2:27]1, predict the reaction product.